Dataset: Forward reaction prediction with 1.9M reactions from USPTO patents (1976-2016). Task: Predict the product of the given reaction. (1) Given the reactants [Br:1][C:2]1[CH:3]=[C:4]([CH2:10][C:11]([OH:13])=[O:12])[CH:5]=[N:6][C:7]=1[O:8][CH3:9].[CH2:14]1CCC(N=C=NC2CCCCC2)C[CH2:15]1.CCO.O, predict the reaction product. The product is: [CH2:14]([O:12][C:11](=[O:13])[CH2:10][C:4]1[CH:5]=[N:6][C:7]([O:8][CH3:9])=[C:2]([Br:1])[CH:3]=1)[CH3:15]. (2) Given the reactants [CH2:1]([O:8][C:9](=[O:26])[NH:10][C:11]1[CH:16]=[CH:15][C:14]([O:17][C:18]2[CH:23]=[CH:22][N:21]=[C:20]([NH2:24])[CH:19]=2)=[CH:13][C:12]=1[F:25])[C:2]1[CH:7]=[CH:6][CH:5]=[CH:4][CH:3]=1.C(N(CC)CC)C.Cl[C:35](OC1C=CC=CC=1)=[O:36].[N:44]1([CH:49]2[CH2:54][CH2:53][NH:52][CH2:51][CH2:50]2)[CH2:48][CH2:47][CH2:46][CH2:45]1, predict the reaction product. The product is: [F:25][C:12]1[CH:13]=[C:14]([O:17][C:18]2[CH:23]=[CH:22][N:21]=[C:20]([NH:24][C:35]([N:52]3[CH2:53][CH2:54][CH:49]([N:44]4[CH2:48][CH2:47][CH2:46][CH2:45]4)[CH2:50][CH2:51]3)=[O:36])[CH:19]=2)[CH:15]=[CH:16][C:11]=1[NH:10][C:9](=[O:26])[O:8][CH2:1][C:2]1[CH:3]=[CH:4][CH:5]=[CH:6][CH:7]=1. (3) Given the reactants [CH:1]1([S:6][CH:7]([C:11]2[CH:16]=[CH:15][C:14]([C:17]#[N:18])=[CH:13][CH:12]=2)[C:8]([OH:10])=O)[CH2:5][CH2:4][CH2:3][CH2:2]1.[NH2:19][C:20]1[CH:25]=[CH:24][CH:23]=[CH:22][N:21]=1, predict the reaction product. The product is: [CH:1]1([S:6][CH:7]([C:11]2[CH:16]=[CH:15][C:14]([C:17]#[N:18])=[CH:13][CH:12]=2)[C:8]([NH:19][C:20]2[CH:25]=[CH:24][CH:23]=[CH:22][N:21]=2)=[O:10])[CH2:2][CH2:3][CH2:4][CH2:5]1. (4) Given the reactants Br[CH2:2][C:3]1[CH:31]=[CH:30][C:6]([C:7]([NH:9][C:10]2[CH:15]=[CH:14][C:13]([CH3:16])=[C:12]([NH:17][C:18]3[N:23]=[C:22]([C:24]4[CH:25]=[N:26][CH:27]=[CH:28][CH:29]=4)[CH:21]=[CH:20][N:19]=3)[CH:11]=2)=[O:8])=[CH:5][C:4]=1[C:32]([F:35])([F:34])[F:33].Cl.Cl.[CH3:38][N:39]([CH2:41][C@H:42]1[CH2:46][CH2:45][NH:44][CH2:43]1)[CH3:40].C(=O)([O-])[O-].[K+].[K+], predict the reaction product. The product is: [CH3:38][N:39]([CH2:41][C@H:42]1[CH2:46][CH2:45][N:44]([CH2:2][C:3]2[CH:31]=[CH:30][C:6]([C:7]([NH:9][C:10]3[CH:15]=[CH:14][C:13]([CH3:16])=[C:12]([NH:17][C:18]4[N:23]=[C:22]([C:24]5[CH:25]=[N:26][CH:27]=[CH:28][CH:29]=5)[CH:21]=[CH:20][N:19]=4)[CH:11]=3)=[O:8])=[CH:5][C:4]=2[C:32]([F:35])([F:34])[F:33])[CH2:43]1)[CH3:40]. (5) Given the reactants [H-].[Al+3].[Li+].[H-].[H-].[H-].C[O:8][C:9](=O)[C:10]1[CH:15]=[CH:14][CH:13]=[CH:12][C:11]=1[S:16][C:17]1[C:18]2[CH:26]=[CH:25][CH:24]=[CH:23][C:19]=2[S:20][C:21]=1[CH3:22], predict the reaction product. The product is: [CH3:22][C:21]1[S:20][C:19]2[CH:23]=[CH:24][CH:25]=[CH:26][C:18]=2[C:17]=1[S:16][C:11]1[CH:12]=[CH:13][CH:14]=[CH:15][C:10]=1[CH2:9][OH:8]. (6) Given the reactants Cl[C:2]1[N:7]([C:8]2[CH:13]=[CH:12][C:11]([I:14])=[CH:10][C:9]=2[F:15])[C:6](=[O:16])[N:5]([CH:17]2[CH2:19][CH2:18]2)[C:4](=[O:20])[CH:3]=1.[CH3:21][NH2:22], predict the reaction product. The product is: [CH:17]1([N:5]2[C:4](=[O:20])[CH:3]=[C:2]([NH:22][CH3:21])[N:7]([C:8]3[CH:13]=[CH:12][C:11]([I:14])=[CH:10][C:9]=3[F:15])[C:6]2=[O:16])[CH2:19][CH2:18]1. (7) Given the reactants [C:1]([O:5][C:6](=[O:22])[C:7]([O:10][C:11]1[CH:16]=[CH:15][C:14]([CH2:17][C:18]([O:20]C)=[O:19])=[CH:13][CH:12]=1)([CH3:9])[CH3:8])([CH3:4])([CH3:3])[CH3:2].OC1C=CC(CC(OC)=O)=CC=1.BrC(C)(C)C(OC(C)(C)C)=O.[Li+].[OH-].Cl.O, predict the reaction product. The product is: [C:1]([O:5][C:6](=[O:22])[C:7]([O:10][C:11]1[CH:12]=[CH:13][C:14]([CH2:17][C:18]([OH:20])=[O:19])=[CH:15][CH:16]=1)([CH3:9])[CH3:8])([CH3:2])([CH3:3])[CH3:4]. (8) Given the reactants [CH3:1][N:2]([CH3:6])[C:3](Cl)=[O:4].[OH:7][C:8]([C:10]([F:13])([F:12])[F:11])=[O:9].[Cl:14][C:15]1[CH:16]=[CH:17][C:18]([F:43])=[C:19]([C:21]([CH:23]2[CH2:28][CH2:27][N:26]([C:29]3[N:30]=[C:31]4[CH2:42][CH2:41][NH:40][CH2:39][C:32]4=[N:33][C:34]=3[NH:35][CH:36]([CH3:38])[CH3:37])[CH2:25][CH2:24]2)=[O:22])[CH:20]=1.C(N(CC)CC)C, predict the reaction product. The product is: [Cl:14][C:15]1[CH:16]=[CH:17][C:18]([F:43])=[C:19]([CH:20]=1)[C:21]([CH:23]1[CH2:28][CH2:27][N:26]([C:29]2[N:30]=[C:31]3[CH2:42][CH2:41][N:40]([C:3]([N:2]([CH3:6])[CH3:1])=[O:4])[CH2:39][C:32]3=[N:33][C:34]=2[NH:35][CH:36]([CH3:38])[CH3:37])[CH2:25][CH2:24]1)=[O:22].[C:8]([OH:9])([C:10]([F:13])([F:12])[F:11])=[O:7]. (9) Given the reactants [Br:1][C:2]1[CH:7]=[CH:6][N:5]=[C:4]([CH2:8][C:9]([C:12]2[CH:17]=[CH:16][C:15]([F:18])=[CH:14][CH:13]=2)=[N:10]O)[CH:3]=1, predict the reaction product. The product is: [Br:1][C:2]1[CH:7]=[CH:6][N:5]2[N:10]=[C:9]([C:12]3[CH:17]=[CH:16][C:15]([F:18])=[CH:14][CH:13]=3)[CH:8]=[C:4]2[CH:3]=1.